Dataset: Reaction yield outcomes from USPTO patents with 853,638 reactions. Task: Predict the reaction yield, written as a fraction of the theoretical maximum amount of product (1.0 means a 100% yield; for example, 0.34 means a 34% yield). The reactants are [CH2:1]([C:4]1[CH:9]=[CH:8][CH:7]=[CH:6][CH:5]=1)[CH:2]=[CH2:3].[Cl:10][SiH:11]([Cl:13])[Cl:12]. The catalyst is [Cl-].C([P+](CCCC)(CCCC)CCCC)CCC. The product is [Cl:10][Si:11]([Cl:13])([Cl:12])[CH:1]([C:4]1[CH:9]=[CH:8][CH:7]=[CH:6][CH:5]=1)[CH:2]([Si:11]([Cl:13])([Cl:12])[Cl:10])[CH3:3].[C:4]1([CH2:1][CH2:2][CH2:3][Si:11]([Cl:13])([Cl:12])[Cl:10])[CH:9]=[CH:8][CH:7]=[CH:6][CH:5]=1. The yield is 0.640.